This data is from Full USPTO retrosynthesis dataset with 1.9M reactions from patents (1976-2016). The task is: Predict the reactants needed to synthesize the given product. (1) Given the product [Cl:23][C:24]1[CH:25]=[C:26]([CH3:32])[C:27]([CH2:30][N:12]([CH2:11][C:10]2[CH:9]=[CH:8][C:5]([C:6]#[N:7])=[CH:4][C:3]=2[CH2:2][OH:1])[CH:13]2[C:22]3[N:21]=[CH:20][CH:19]=[CH:18][C:17]=3[CH2:16][CH2:15][CH2:14]2)=[N:28][CH:29]=1, predict the reactants needed to synthesize it. The reactants are: [OH:1][CH2:2][C:3]1[CH:4]=[C:5]([CH:8]=[CH:9][C:10]=1[CH2:11][NH:12][CH:13]1[C:22]2[N:21]=[CH:20][CH:19]=[CH:18][C:17]=2[CH2:16][CH2:15][CH2:14]1)[C:6]#[N:7].[Cl:23][C:24]1[CH:25]=[C:26]([CH3:32])[C:27]([CH:30]=O)=[N:28][CH:29]=1.[BH-](OC(C)=O)(OC(C)=O)OC(C)=O.[Na+]. (2) The reactants are: [N+:1]([C:4]1[CH:9]=[C:8]([O:10][C:11]([F:14])([F:13])[F:12])[CH:7]=[CH:6][C:5]=1[NH2:15])([O-])=O. Given the product [F:12][C:11]([F:13])([F:14])[O:10][C:8]1[CH:9]=[C:4]([NH2:1])[C:5]([NH2:15])=[CH:6][CH:7]=1, predict the reactants needed to synthesize it. (3) Given the product [Br:9][C:10]1[C:18]2[N:17]=[C:16]([C:19]3[CH:20]=[CH:21][C:22]([CH:25]([CH3:27])[CH3:26])=[CH:23][CH:24]=3)[N:15]([CH2:28][CH2:29][O:30][CH3:31])[C:14]=2[C:13]([O:32][CH3:33])=[CH:12][C:11]=1[CH2:34][N:6]1[CH:5]=[C:4]([CH3:3])[CH:8]=[N:7]1, predict the reactants needed to synthesize it. The reactants are: [H-].[Na+].[CH3:3][C:4]1[CH:5]=[N:6][NH:7][CH:8]=1.[Br:9][C:10]1[C:18]2[N:17]=[C:16]([C:19]3[CH:24]=[CH:23][C:22]([CH:25]([CH3:27])[CH3:26])=[CH:21][CH:20]=3)[N:15]([CH2:28][CH2:29][O:30][CH3:31])[C:14]=2[C:13]([O:32][CH3:33])=[CH:12][C:11]=1[CH2:34]OS(C)(=O)=O. (4) Given the product [F:6][C:7]1[CH:8]=[C:9]2[C:14](=[CH:15][CH:16]=1)[N:13]([C@H:17]([CH3:32])[C:18]([N:20]1[CH2:21][CH2:22][N:23]([C:26]3[CH:27]=[CH:28][C:29]([S:2]([Cl:1])(=[O:5])=[O:3])=[CH:30][CH:31]=3)[CH2:24][CH2:25]1)=[O:19])[CH2:12][CH2:11][CH2:10]2, predict the reactants needed to synthesize it. The reactants are: [Cl:1][S:2]([OH:5])(=O)=[O:3].[F:6][C:7]1[CH:8]=[C:9]2[C:14](=[CH:15][CH:16]=1)[N:13]([C@H:17]([CH3:32])[C:18]([N:20]1[CH2:25][CH2:24][N:23]([C:26]3[CH:31]=[CH:30][CH:29]=[CH:28][CH:27]=3)[CH2:22][CH2:21]1)=[O:19])[CH2:12][CH2:11][CH2:10]2.